Dataset: NCI-60 drug combinations with 297,098 pairs across 59 cell lines. Task: Regression. Given two drug SMILES strings and cell line genomic features, predict the synergy score measuring deviation from expected non-interaction effect. Drug 1: C1CC(C1)(C(=O)O)C(=O)O.[NH2-].[NH2-].[Pt+2]. Synergy scores: CSS=37.3, Synergy_ZIP=-0.866, Synergy_Bliss=-3.50, Synergy_Loewe=-25.8, Synergy_HSA=-1.25. Drug 2: CC1=C2C(C(=O)C3(C(CC4C(C3C(C(C2(C)C)(CC1OC(=O)C(C(C5=CC=CC=C5)NC(=O)C6=CC=CC=C6)O)O)OC(=O)C7=CC=CC=C7)(CO4)OC(=O)C)O)C)OC(=O)C. Cell line: U251.